From a dataset of Forward reaction prediction with 1.9M reactions from USPTO patents (1976-2016). Predict the product of the given reaction. Given the reactants Cl.[CH3:2][C:3]1[CH:4]=[C:5]([C:20]2[CH:25]=[CH:24][N:23]=[C:22]([C:26]3([OH:36])[CH2:35][CH2:34][C:29]4(OCC[O:30]4)[CH2:28][CH2:27]3)[CH:21]=2)[CH:6]=[C:7]([NH:9][C:10]2[N:15]=[C:14]([C:16]([F:19])([F:18])[F:17])[CH:13]=[CH:12][N:11]=2)[CH:8]=1.C(=O)(O)[O-].[Na+], predict the reaction product. The product is: [OH:36][C:26]1([C:22]2[CH:21]=[C:20]([C:5]3[CH:6]=[C:7]([NH:9][C:10]4[N:15]=[C:14]([C:16]([F:19])([F:18])[F:17])[CH:13]=[CH:12][N:11]=4)[CH:8]=[C:3]([CH3:2])[CH:4]=3)[CH:25]=[CH:24][N:23]=2)[CH2:35][CH2:34][C:29](=[O:30])[CH2:28][CH2:27]1.